This data is from Forward reaction prediction with 1.9M reactions from USPTO patents (1976-2016). The task is: Predict the product of the given reaction. (1) Given the reactants [OH-].[Li+].[CH3:3][O:4][C:5]1[CH:6]=[C:7]([CH:10]=[CH:11][C:12]=1[N:13]1[CH:17]=[C:16]([CH3:18])[N:15]=[CH:14]1)[CH:8]=O.[F:19][C:20]1[CH:25]=[CH:24][C:23]([F:26])=[CH:22][C:21]=1[C@H:27]1[N:35]2[C@@H:30]([CH2:31][CH2:32][CH:33](P(=O)(OCC)OCC)[C:34]2=[O:36])[CH2:29][CH2:28]1.C(O)C, predict the reaction product. The product is: [F:19][C:20]1[CH:25]=[CH:24][C:23]([F:26])=[CH:22][C:21]=1[C@H:27]1[N:35]2[C@@H:30]([CH2:31][CH2:32]/[C:33](=[CH:8]\[C:7]3[CH:10]=[CH:11][C:12]([N:13]4[CH:17]=[C:16]([CH3:18])[N:15]=[CH:14]4)=[C:5]([O:4][CH3:3])[CH:6]=3)/[C:34]2=[O:36])[CH2:29][CH2:28]1. (2) Given the reactants [CH:1]12[CH2:10][CH:5]3[CH2:6][CH:7]([CH2:9][CH:3]([CH2:4]3)[CH:2]1[N:11]1[C:14](=[O:15])[C:13]([CH3:17])([CH3:16])[NH:12]1)[CH2:8]2.[CH3:18][O:19][C:20]1[CH:21]=[C:22]([CH:25]=[C:26]([O:28][CH3:29])[CH:27]=1)[CH2:23]Br, predict the reaction product. The product is: [CH3:29][O:28][C:26]1[CH:25]=[C:22]([CH:21]=[C:20]([O:19][CH3:18])[CH:27]=1)[CH2:23][N:12]1[C:13]([CH3:17])([CH3:16])[C:14](=[O:15])[N:11]1[CH:2]1[CH:3]2[CH2:4][CH:5]3[CH2:6][CH:7]([CH2:8][CH:1]1[CH2:10]3)[CH2:9]2.